This data is from Forward reaction prediction with 1.9M reactions from USPTO patents (1976-2016). The task is: Predict the product of the given reaction. Given the reactants [C:1]([NH:13][C@H:14]([C:18]([OH:20])=O)[CH:15]([CH3:17])[CH3:16])(=[O:12])[C:2]1[CH:11]=[CH:10][C:9]2[C:4](=[CH:5][CH:6]=[CH:7][CH:8]=2)[N:3]=1.[CH:21]([N:24]([CH2:33][C@@H:34]([OH:44])[C@@H:35]([NH2:43])[CH2:36][C:37]1[CH:42]=[CH:41][CH:40]=[CH:39][CH:38]=1)[NH:25][C:26]([O:28][C:29]([CH3:32])([CH3:31])[CH3:30])=[O:27])([CH3:23])[CH3:22].ON1C2C=CC=CC=2N=N1.CI.CN(C)CCCN=C=NCC, predict the reaction product. The product is: [CH:21]([N:24]([CH2:33][C@@H:34]([OH:44])[C@@H:35]([NH:43][C:18](=[O:20])[C@H:14]([CH:15]([CH3:16])[CH3:17])[NH:13][C:1](=[O:12])[C:2]1[CH:11]=[CH:10][C:9]2[C:4](=[CH:5][CH:6]=[CH:7][CH:8]=2)[N:3]=1)[CH2:36][C:37]1[CH:38]=[CH:39][CH:40]=[CH:41][CH:42]=1)[NH:25][C:26]([O:28][C:29]([CH3:32])([CH3:30])[CH3:31])=[O:27])([CH3:23])[CH3:22].